This data is from Full USPTO retrosynthesis dataset with 1.9M reactions from patents (1976-2016). The task is: Predict the reactants needed to synthesize the given product. Given the product [C:48]([CH:42]([NH:41][C:7](=[O:9])[C:2]1[CH:3]=[CH:4][CH:5]=[CH:6][N:1]=1)[C:43]([O:45][CH2:46][CH3:47])=[O:44])#[N:49], predict the reactants needed to synthesize it. The reactants are: [N:1]1[CH:6]=[CH:5][CH:4]=[CH:3][C:2]=1[C:7]([OH:9])=O.CCN=C=NCCCN(C)C.Cl.C1C=CC2N(O)N=NC=2C=1.CCN(C(C)C)C(C)C.[NH2:41][CH:42]([C:48]#[N:49])[C:43]([O:45][CH2:46][CH3:47])=[O:44].